Dataset: NCI-60 drug combinations with 297,098 pairs across 59 cell lines. Task: Regression. Given two drug SMILES strings and cell line genomic features, predict the synergy score measuring deviation from expected non-interaction effect. (1) Drug 1: C1CC(=O)NC(=O)C1N2CC3=C(C2=O)C=CC=C3N. Drug 2: CC1=C(C(CCC1)(C)C)C=CC(=CC=CC(=CC(=O)O)C)C. Cell line: NCI-H226. Synergy scores: CSS=3.54, Synergy_ZIP=-1.25, Synergy_Bliss=-1.58, Synergy_Loewe=-0.233, Synergy_HSA=-0.340. (2) Drug 1: C1CN1P(=S)(N2CC2)N3CC3. Cell line: RPMI-8226. Synergy scores: CSS=17.4, Synergy_ZIP=1.17, Synergy_Bliss=1.06, Synergy_Loewe=-9.29, Synergy_HSA=-2.25. Drug 2: C1=NC2=C(N=C(N=C2N1C3C(C(C(O3)CO)O)O)F)N. (3) Drug 1: CCC1(CC2CC(C3=C(CCN(C2)C1)C4=CC=CC=C4N3)(C5=C(C=C6C(=C5)C78CCN9C7C(C=CC9)(C(C(C8N6C)(C(=O)OC)O)OC(=O)C)CC)OC)C(=O)OC)O.OS(=O)(=O)O. Drug 2: CC1CCC2CC(C(=CC=CC=CC(CC(C(=O)C(C(C(=CC(C(=O)CC(OC(=O)C3CCCCN3C(=O)C(=O)C1(O2)O)C(C)CC4CCC(C(C4)OC)O)C)C)O)OC)C)C)C)OC. Cell line: A549. Synergy scores: CSS=1.79, Synergy_ZIP=1.53, Synergy_Bliss=5.28, Synergy_Loewe=0.579, Synergy_HSA=0.699. (4) Drug 1: C1C(C(OC1N2C=C(C(=O)NC2=O)F)CO)O. Drug 2: CC1=C(C(=O)C2=C(C1=O)N3CC4C(C3(C2COC(=O)N)OC)N4)N. Cell line: NCI/ADR-RES. Synergy scores: CSS=14.4, Synergy_ZIP=-7.31, Synergy_Bliss=-4.24, Synergy_Loewe=-4.79, Synergy_HSA=-2.74. (5) Drug 1: C1=NC2=C(N=C(N=C2N1C3C(C(C(O3)CO)O)O)F)N. Drug 2: CN1C(=O)N2C=NC(=C2N=N1)C(=O)N. Cell line: OVCAR-5. Synergy scores: CSS=-0.485, Synergy_ZIP=0.787, Synergy_Bliss=1.51, Synergy_Loewe=-0.485, Synergy_HSA=-0.521. (6) Drug 1: CN1C(=O)N2C=NC(=C2N=N1)C(=O)N. Drug 2: CC(C)(C#N)C1=CC(=CC(=C1)CN2C=NC=N2)C(C)(C)C#N. Cell line: K-562. Synergy scores: CSS=17.3, Synergy_ZIP=1.79, Synergy_Bliss=5.77, Synergy_Loewe=-0.239, Synergy_HSA=-0.175. (7) Drug 1: CS(=O)(=O)C1=CC(=C(C=C1)C(=O)NC2=CC(=C(C=C2)Cl)C3=CC=CC=N3)Cl. Drug 2: C1=CC=C(C(=C1)C(C2=CC=C(C=C2)Cl)C(Cl)Cl)Cl. Cell line: CAKI-1. Synergy scores: CSS=0.514, Synergy_ZIP=-0.367, Synergy_Bliss=0.161, Synergy_Loewe=0.352, Synergy_HSA=-0.172.